From a dataset of CYP2C19 inhibition data for predicting drug metabolism from PubChem BioAssay. Regression/Classification. Given a drug SMILES string, predict its absorption, distribution, metabolism, or excretion properties. Task type varies by dataset: regression for continuous measurements (e.g., permeability, clearance, half-life) or binary classification for categorical outcomes (e.g., BBB penetration, CYP inhibition). Dataset: cyp2c19_veith. (1) The molecule is COC(=O)c1ccc(C(NC(=O)c2ccccc2)[C@]2(C)C[C@H]2C2CCCCC2)cc1. The result is 1 (inhibitor). (2) The drug is C=CC(=O)NC(NC(=O)C=C)c1ccc(Br)cc1. The result is 1 (inhibitor). (3) The drug is Cc1ccc(N(C)C(=O)Oc2cccc3ccc(C)nc23)cc1. The result is 1 (inhibitor). (4) The compound is COc1cc(NC(=S)NC(=O)c2c(OC)cccc2OC)ccc1NC(=O)c1cccs1. The result is 1 (inhibitor). (5) The compound is COc1ccccc1CN1CC[C@@]2(CCCN(C(=O)Oc3ccccc3)C2)C1. The result is 0 (non-inhibitor). (6) The drug is O=C(Nc1ccc(Cc2ccncc2)cc1)c1ccc(S(=O)(=O)N2CCOCC2)cc1. The result is 1 (inhibitor). (7) The drug is COc1cc(C(=O)OCCC[NH+]2CCC[NH+](CCCOC(=O)c3cc(OC)c(OC)c(OC)c3)CC2)cc(OC)c1OC. The result is 0 (non-inhibitor).